Task: Predict which catalyst facilitates the given reaction.. Dataset: Catalyst prediction with 721,799 reactions and 888 catalyst types from USPTO Reactant: [C:1]([O:5][C:6]([N:8]1[CH2:13][CH2:12][NH:11][C:10](=[O:14])[CH:9]1[CH2:15]C(O)=O)=[O:7])([CH3:4])([CH3:3])[CH3:2].[Cl:19][C:20]1[CH:21]=[C:22]([CH:27]=[CH:28][CH:29]=1)[C:23]([NH:25][OH:26])=[NH:24].C1C=CC2N(O)N=NC=2C=1.CCN=C=NCCCN(C)C.Cl. Product: [C:1]([O:5][C:6]([N:8]1[CH2:13][CH2:12][NH:11][C:10](=[O:14])[CH:9]1[C:15]1[O:26][N:25]=[C:23]([C:22]2[CH:27]=[CH:28][CH:29]=[C:20]([Cl:19])[CH:21]=2)[N:24]=1)=[O:7])([CH3:2])([CH3:3])[CH3:4]. The catalyst class is: 39.